This data is from Forward reaction prediction with 1.9M reactions from USPTO patents (1976-2016). The task is: Predict the product of the given reaction. (1) Given the reactants C[C:2]1([CH3:10])[O:9][C:7](=[O:8])[CH2:6][C:4](=[O:5])O1.C(Cl)Cl.N1C=CC=CC=1.[Cl:20][C:21]1[CH:26]=[CH:25][C:24]([CH:27](C)[C:28](Cl)=O)=[CH:23][CH:22]=1.Cl.C(O)C, predict the reaction product. The product is: [Cl:20][C:21]1[CH:26]=[CH:25][C:24]([CH:27]([CH3:28])[C:4](=[O:5])[CH2:6][C:7]([O:9][CH2:2][CH3:10])=[O:8])=[CH:23][CH:22]=1. (2) Given the reactants Cl[C:2]1[CH:11]=[CH:10][C:5]([C:6]([NH:8][CH3:9])=[O:7])=[CH:4][N:3]=1.[CH3:12][N:13]1[CH2:18][CH2:17][NH:16][CH2:15][CH2:14]1, predict the reaction product. The product is: [CH3:9][NH:8][C:6](=[O:7])[C:5]1[CH:10]=[CH:11][C:2]([N:16]2[CH2:17][CH2:18][N:13]([CH3:12])[CH2:14][CH2:15]2)=[N:3][CH:4]=1. (3) Given the reactants C([O:8][C:9]1[CH:14]=[CH:13][C:12]([N:15]2[CH2:20][CH2:19][NH:18][CH2:17][CH2:16]2)=[CH:11][C:10]=1[Cl:21])C1C=CC=CC=1.Cl, predict the reaction product. The product is: [ClH:21].[Cl:21][C:10]1[CH:11]=[C:12]([N:15]2[CH2:16][CH2:17][NH:18][CH2:19][CH2:20]2)[CH:13]=[CH:14][C:9]=1[OH:8]. (4) Given the reactants C1(P(C2C=CC=CC=2)C2C=CC=CC=2)C=CC=CC=1.[CH2:20]([C:22]1[CH:23]=[CH:24][C:25]([O:36][CH:37]([CH3:41])[CH2:38][CH2:39][OH:40])=[C:26]([C:28]([C:30]2[CH:35]=[CH:34][CH:33]=[CH:32][CH:31]=2)=[O:29])[CH:27]=1)[CH3:21].[CH2:42]([O:44][C:45](=[O:57])[CH:46]([O:55][CH3:56])[CH2:47][C:48]1[CH:53]=[CH:52][C:51](O)=[CH:50][CH:49]=1)[CH3:43].CCOC(/N=N/C(OCC)=O)=O, predict the reaction product. The product is: [CH2:42]([O:44][C:45](=[O:57])[CH:46]([O:55][CH3:56])[CH2:47][C:48]1[CH:53]=[CH:52][C:51]([O:40][CH2:39][CH2:38][CH:37]([O:36][C:25]2[CH:24]=[CH:23][C:22]([CH2:20][CH3:21])=[CH:27][C:26]=2[C:28](=[O:29])[C:30]2[CH:31]=[CH:32][CH:33]=[CH:34][CH:35]=2)[CH3:41])=[CH:50][CH:49]=1)[CH3:43]. (5) Given the reactants [C:1]1([CH2:7][CH2:8][CH2:9][O:10][C:11](=[O:24])[C:12]([C:21](=O)[CH3:22])=[CH:13][C:14]2[CH:19]=[CH:18][CH:17]=[C:16]([Cl:20])[CH:15]=2)[CH:6]=[CH:5][CH:4]=[CH:3][CH:2]=1.CN[C:27](=N)[SH:28].S([O-])([O-])(=O)=O.[C:35]([O-])(=O)[CH3:36].[Na+].C[N:41](C=O)C, predict the reaction product. The product is: [C:1]1([CH2:7][CH2:8][CH2:9][O:10][C:11]([C:12]2[CH:13]([C:14]3[CH:19]=[CH:18][CH:17]=[C:16]([Cl:20])[CH:15]=3)[CH:36]=[C:35]([S:28][CH3:27])[NH:41][C:21]=2[CH3:22])=[O:24])[CH:6]=[CH:5][CH:4]=[CH:3][CH:2]=1. (6) Given the reactants [CH2:1]([N:8]1[CH2:29][CH2:28][C:11]2([N:15]([CH2:16][CH2:17][C:18]3[CH:23]=[CH:22][C:21]([O:24][CH3:25])=[CH:20][CH:19]=3)[C:14](=[O:26])[NH:13][C:12]2=[O:27])[CH2:10][CH2:9]1)[C:2]1[CH:7]=[CH:6][CH:5]=[CH:4][CH:3]=1.Br[CH2:31][CH:32]([CH3:34])[CH3:33].C(=O)([O-])[O-].[K+].[K+], predict the reaction product. The product is: [CH2:1]([N:8]1[CH2:9][CH2:10][C:11]2([N:15]([CH2:16][CH2:17][C:18]3[CH:19]=[CH:20][C:21]([O:24][CH3:25])=[CH:22][CH:23]=3)[C:14](=[O:26])[N:13]([CH2:31][CH:32]([CH3:34])[CH3:33])[C:12]2=[O:27])[CH2:28][CH2:29]1)[C:2]1[CH:7]=[CH:6][CH:5]=[CH:4][CH:3]=1. (7) The product is: [Cl:15][C:9]1[CH:8]=[N:7][C:6]([C:2]2[O:1][CH:5]=[CH:4][CH:3]=2)=[CH:11][N:10]=1. Given the reactants [O:1]1[CH:5]=[CH:4][CH:3]=[C:2]1[C:6]1[N:7]=[CH:8][C:9](O)=[N:10][CH:11]=1.O=P(Cl)(Cl)[Cl:15], predict the reaction product. (8) The product is: [CH3:43][C:42]([NH:41][C:22](=[O:23])[CH2:21][N:18]1[CH2:17][CH2:16][C:15]([C:9]2[CH:10]=[CH:11][C:12]([O:13][CH3:14])=[C:7]([O:6][CH:1]3[CH2:2][CH2:3][CH2:4][CH2:5]3)[CH:8]=2)([C:25]#[N:26])[CH2:20][CH2:19]1)([O:49][CH3:48])[CH3:47]. Given the reactants [CH:1]1([O:6][C:7]2[CH:8]=[C:9]([C:15]3([C:25]#[N:26])[CH2:20][CH2:19][N:18]([CH2:21][C:22](O)=[O:23])[CH2:17][CH2:16]3)[CH:10]=[CH:11][C:12]=2[O:13][CH3:14])[CH2:5][CH2:4][CH2:3][CH2:2]1.C(N=C=NCCCN(C)C)C.ON1[C:43]2C=CC=[CH:47][C:42]=2[N:41]=N1.[CH3:48][O:49]C(ON)(C)C, predict the reaction product. (9) Given the reactants [C:9](O[C:9]([O:11][C:12]([CH3:15])([CH3:14])[CH3:13])=[O:10])([O:11][C:12]([CH3:15])([CH3:14])[CH3:13])=[O:10].[NH2:16][C@:17]12[CH2:25][N:24]([C@@H:26]([C:28]3[CH:33]=[CH:32][CH:31]=[CH:30][CH:29]=3)[CH3:27])[CH2:23][C@@H:22]1[CH2:21][CH:20]=[CH:19][CH2:18]2, predict the reaction product. The product is: [C:12]([O:11][C:9]([NH:16][C@:17]12[CH2:25][N:24]([C@@H:26]([C:28]3[CH:29]=[CH:30][CH:31]=[CH:32][CH:33]=3)[CH3:27])[CH2:23][C@@H:22]1[CH2:21][CH:20]=[CH:19][CH2:18]2)=[O:10])([CH3:13])([CH3:14])[CH3:15]. (10) Given the reactants [CH3:1][O:2][C:3]([C:5]1[C:10]([C:11]2[O:12][C:13]3[CH:19]=[CH:18][C:17]([CH2:20][C:21](O)=[O:22])=[CH:16][C:14]=3[CH:15]=2)=[CH:9][CH:8]=[CH:7][N:6]=1)=[O:4].Cl.[CH3:25][C:26]1[CH:31]=[C:30]([CH3:32])[CH:29]=[CH:28][C:27]=1[CH:33]([C:35]1[CH:40]=[CH:39][CH:38]=[CH:37][CH:36]=1)[NH2:34], predict the reaction product. The product is: [CH3:25][C:26]1[CH:31]=[C:30]([CH3:32])[CH:29]=[CH:28][C:27]=1[CH:33]([NH:34][C:21](=[O:22])[CH2:20][C:17]1[CH:18]=[CH:19][C:13]2[O:12][C:11]([C:10]3[C:5]([C:3]([O:2][CH3:1])=[O:4])=[N:6][CH:7]=[CH:8][CH:9]=3)=[CH:15][C:14]=2[CH:16]=1)[C:35]1[CH:40]=[CH:39][CH:38]=[CH:37][CH:36]=1.